Task: Predict the product of the given reaction.. Dataset: Forward reaction prediction with 1.9M reactions from USPTO patents (1976-2016) The product is: [ClH:1].[CH3:24][N:23]([CH3:25])[C:22]1[CH:21]=[CH:20][C:19]([S:26]([NH:29][CH3:30])(=[O:28])=[O:27])=[CH:18][C:17]=1[NH:16][C:10]1[C:9]2[C:14](=[CH:15][C:6]([O:5][CH2:4][CH2:3][CH2:2][N:31]3[CH2:36][CH2:35][O:34][CH2:33][CH2:32]3)=[CH:7][CH:8]=2)[N:13]=[CH:12][N:11]=1. Given the reactants [Cl:1][CH2:2][CH2:3][CH2:4][O:5][C:6]1[CH:15]=[C:14]2[C:9]([C:10]([NH:16][C:17]3[CH:18]=[C:19]([S:26]([NH:29][CH3:30])(=[O:28])=[O:27])[CH:20]=[CH:21][C:22]=3[N:23]([CH3:25])[CH3:24])=[N:11][CH:12]=[N:13]2)=[CH:8][CH:7]=1.[NH:31]1[CH2:36][CH2:35][O:34][CH2:33][CH2:32]1, predict the reaction product.